From a dataset of Full USPTO retrosynthesis dataset with 1.9M reactions from patents (1976-2016). Predict the reactants needed to synthesize the given product. (1) Given the product [CH3:12][O:11][C:6]1[C:5]([CH2:4][C:3]([OH:13])=[O:2])=[CH:10][N:9]=[CH:8][N:7]=1, predict the reactants needed to synthesize it. The reactants are: C[O:2][C:3](=[O:13])[CH2:4][C:5]1[C:6]([O:11][CH3:12])=[N:7][CH:8]=[N:9][CH:10]=1.O.[OH-].[Li+]. (2) Given the product [CH3:31][N:28]1[CH2:29][CH2:30][N:25]([CH2:24][CH2:23][CH2:22][NH:21][C:3]([C:5]2[N:6]([CH3:20])[C:7]([C:10]3[S:18][C:17]4[C:12](=[N:13][CH:14]=[CH:15][C:16]=4[Cl:19])[CH:11]=3)=[CH:8][N:9]=2)=[O:4])[CH2:26][CH2:27]1, predict the reactants needed to synthesize it. The reactants are: CO[C:3]([C:5]1[N:6]([CH3:20])[C:7]([C:10]2[S:18][C:17]3[C:12](=[N:13][CH:14]=[CH:15][C:16]=3[Cl:19])[CH:11]=2)=[CH:8][N:9]=1)=[O:4].[NH2:21][CH2:22][CH2:23][CH2:24][N:25]1[CH2:30][CH2:29][N:28]([CH3:31])[CH2:27][CH2:26]1. (3) Given the product [CH3:1][O:2][C:3]([C:5]1[CH:10]([C:11]2[CH:16]=[CH:15][C:14]([C:17]#[N:18])=[CH:13][C:12]=2[CH:19]=[O:40])[N:9]2[C:21](=[O:24])[NH:22][N:23]=[C:8]2[N:7]([C:25]2[CH:30]=[CH:29][CH:28]=[C:27]([C:31]([F:32])([F:34])[F:33])[CH:26]=2)[C:6]=1[CH3:35])=[O:4], predict the reactants needed to synthesize it. The reactants are: [CH3:1][O:2][C:3]([C:5]1[CH:10]([C:11]2[CH:16]=[CH:15][C:14]([C:17]#[N:18])=[CH:13][C:12]=2[CH:19]=C)[N:9]2[C:21](=[O:24])[NH:22][N:23]=[C:8]2[N:7]([C:25]2[CH:30]=[CH:29][CH:28]=[C:27]([C:31]([F:34])([F:33])[F:32])[CH:26]=2)[C:6]=1[CH3:35])=[O:4].C[N+]1([O-])CC[O:40]CC1.I([O-])(=O)(=O)=O.[Na+]. (4) The reactants are: [F:1][C:2]1[CH:7]=[CH:6][CH:5]=[C:4]([F:8])[C:3]=1[CH:9]1[CH2:14][O:13][C:12]2[CH:15]=[C:16](B3OC(C)(C)C(C)(C)O3)[CH:17]=[CH:18][C:11]=2[NH:10]1.FC(F)(F)S(O[C:34]1[N:35]=[C:36]([C:40]2[CH:45]=[N:44][CH:43]=[CH:42][N:41]=2)[S:37][C:38]=1[CH3:39])(=O)=O.C(=O)([O-])[O-].[K+].[K+].O1CCOCC1. Given the product [F:8][C:4]1[CH:5]=[CH:6][CH:7]=[C:2]([F:1])[C:3]=1[CH:9]1[CH2:14][O:13][C:12]2[CH:15]=[C:16]([C:34]3[N:35]=[C:36]([C:40]4[CH:45]=[N:44][CH:43]=[CH:42][N:41]=4)[S:37][C:38]=3[CH3:39])[CH:17]=[CH:18][C:11]=2[NH:10]1, predict the reactants needed to synthesize it. (5) Given the product [CH2:11]([C:13]1[N:23]([CH2:24][C:25]2[CH:26]=[CH:27][C:28]([NH:31][C:32]3[CH:37]=[CH:36][C:35]([CH2:38][N:40]4[CH2:45][CH2:44][N:43]([CH3:46])[CH2:42][CH2:41]4)=[CH:34][CH:33]=3)=[CH:29][CH:30]=2)[C:16]2=[N:17][C:18]([CH3:22])=[CH:19][C:20]([CH3:21])=[C:15]2[N:14]=1)[CH3:12], predict the reactants needed to synthesize it. The reactants are: [H-].[Al+3].[Li+].[H-].[H-].[H-].[Cl-].[Al+3].[Cl-].[Cl-].[CH2:11]([C:13]1[N:23]([CH2:24][C:25]2[CH:30]=[CH:29][C:28]([NH:31][C:32]3[CH:37]=[CH:36][C:35]([C:38]([N:40]4[CH2:45][CH2:44][N:43]([CH3:46])[CH2:42][CH2:41]4)=O)=[CH:34][CH:33]=3)=[CH:27][CH:26]=2)[C:16]2=[N:17][C:18]([CH3:22])=[CH:19][C:20]([CH3:21])=[C:15]2[N:14]=1)[CH3:12].[OH-].[Na+].C(O)(=O)/C=C/C(O)=O. (6) The reactants are: [Cl:1][C:2]1[CH:10]=[CH:9][C:5]([C:6](Cl)=[O:7])=[CH:4][N:3]=1.C([N:13](CC)CC)C.[C:18]1([CH2:24]N)[CH:23]=[CH:22][CH:21]=[CH:20][CH:19]=1. Given the product [CH2:24]([C:4]1[N:3]=[C:2]([Cl:1])[CH:10]=[CH:9][C:5]=1[C:6]([NH2:13])=[O:7])[C:18]1[CH:23]=[CH:22][CH:21]=[CH:20][CH:19]=1, predict the reactants needed to synthesize it. (7) Given the product [C:13]1([NH:12][C:2]2[C:11]3[C:6](=[CH:7][CH:8]=[CH:9][CH:10]=3)[N:5]=[CH:4][CH:3]=2)[CH:18]=[CH:17][CH:16]=[CH:15][CH:14]=1, predict the reactants needed to synthesize it. The reactants are: Cl[C:2]1[C:11]2[C:6](=[CH:7][CH:8]=[CH:9][CH:10]=2)[N:5]=[CH:4][CH:3]=1.[NH2:12][C:13]1[CH:18]=[CH:17][CH:16]=[CH:15][CH:14]=1.